From a dataset of Drug-target binding data from BindingDB using Ki measurements. Regression. Given a target protein amino acid sequence and a drug SMILES string, predict the binding affinity score between them. We predict pKi (pKi = -log10(Ki in M); higher means stronger inhibition). Dataset: bindingdb_ki. (1) The compound is CC[C@H](C)[C@H](NC(=O)[C@H](CCCNC(=N)N)NC(=O)[C@H](CCCNC(=N)N)NC(=O)[C@H](CC(C)C)NC(=O)[C@H](Cc1ccccc1)NC(=O)CNC(=O)CNC(=O)[C@@H](N)Cc1ccc(O)cc1)C(=O)N[C@@H](CCCNC(=N)N)C(=O)N1CCC[C@H]1C(=O)N[C@@H](CCCCN)C(=O)N[C@@H](CC(C)C)C(=O)N[C@@H](CCCCN)C(=O)O. The target protein sequence is MDSPIQIFRGEPGPTCAPSACLPPNSSAWFPGWAEPDSNGSAGSEDAQLEPAHISPAIPVIITAVYSVVFVVGLVGNSLVMFVIIRYTKMKTATNIYIFNLALADALVTTTMPFQSTVYLMNSWPFGDVLCKIVISIDYYNMFTSIFTLTMMSVDRYIAVCHPVKALDFRTPLKAKIINICIWLLSSSVGISAIVLGGTKVREDVDVIECSLQFPDDDYSWWDLFMKICVFIFAFVIPVLIIIVCYTLMILRLKSVRLLSGSREKDRNLRRITRLVLVVVAVFVVCWTPIHIFILVEALGSTSHSTAALSSAYFCIALGYTNSSLNPILYAFLDENFKRCFRDFCFPLKMRMERQSTSRVRNTVQDPAYLRDIDGMNKPV. The pKi is 8.0. (2) The drug is C[C@@H](OP(=O)(O)O)C(=O)O. The target protein (Q9JZ55) has sequence MDIKINDITLGNNSPFVLFGGINVLESLDSTLQTCAHYVEVTRKLGIPYIFKASFDKANRSSIHSYRGVGLEEGLKIFEKVKAEFGIPVITDVHEPHQCQPVAEVCDVIQLPAFLARQTDLVVAMAKTGNVVNIKKPQFLSPSQMKNIVEKFHEAGNGKLILCERGSSFGYDNLVVDMLGFGVMKQTCGNLPVIFDVTHSLQTRDAGSAASGGRRAQALDLALAGMATRLAGLFLESHPDPKLAKCDGPSALPLHLLEDFLIRIKALDDLIKSQPILTIE. The pKi is 3.1. (3) The compound is CCSc1nc2c(N)ncnc2n1C1O[C@H](COP(=O)(O)OP(=O)(O)O)[C@@H](O)[C@H]1O. The target protein (P11980) has sequence MPKPDSEAGTAFIQTQQLHAAMADTFLEHMCRLDIDSAPITARNTGIICTIGPASRSVEMLKEMIKSGMNVARLNFSHGTHEYHAETIKNVRAATESFASDPILYRPVAVALDTKGPEIRTGLIKGSGTAEVELKKGATLKITLDNAYMEKCDENILWLDYKNICKVVEVGSKIYVDDGLISLQVKEKGADYLVTEVENGGSLGSKKGVNLPGAAVDLPAVSEKDIQDLKFGVEQDVDMVFASFIRKAADVHEVRKVLGEKGKNIKIISKIENHEGVRRFDEILEASDGIMVARGDLGIEIPAEKVFLAQKMMIGRCNRAGKPVICATQMLESMIKKPRPTRAEGSDVANAVLDGADCIMLSGETAKGDYPLEAVRMQHLIAREAEAAVFHRLLFEELARASSQSTDPLEAMAMGSVEASYKCLAAALIVLTESGRSAHQVARYRPRAPIIAVTRNPQTARQAHLYRGIFPVLCKDAVLDAWAEDVDLRVNLAMNVGKAR.... The pKi is 2.4. (4) The compound is c1ccc(Nc2nc(Nc3ccccc3)n3nccc3n2)cc1. The target protein (P28523) has sequence MSKARVYADVNVLRPKEYWDYEALTVQWGEQDDYEVVRKVGRGKYSEVFEGINVNNNEKCIIKILKPVKKKKIKREIKILQNLCGGPNIVKLLDIVRDQHSKTPSLIFEYVNNTDFKVLYPTLTDYDIRYYIYELLKALDYCHSQGIMHRDVKPHNVMIDHELRKLRLIDWGLAEFYHPGKEYNVRVASRYFKGPELLVDLQDYDYSLDMWSLGCMFAGMIFRKEPFFYGHDNHDQLVKIAKVLGTDGLNVYLNKYRIELDPQLEALVGRHSRKPWLKFMNADNQHLVSPEAIDFLDKLLRYDHQERLTALEAMTHPYFQQVRAAENSRTRA. The pKi is 6.6.